This data is from Ames mutagenicity test results for genotoxicity prediction. The task is: Regression/Classification. Given a drug SMILES string, predict its toxicity properties. Task type varies by dataset: regression for continuous values (e.g., LD50, hERG inhibition percentage) or binary classification for toxic/non-toxic outcomes (e.g., AMES mutagenicity, cardiotoxicity, hepatotoxicity). Dataset: ames. The molecule is C=C(Cl)C(=O)OC. The result is 1 (mutagenic).